This data is from Forward reaction prediction with 1.9M reactions from USPTO patents (1976-2016). The task is: Predict the product of the given reaction. (1) Given the reactants CC(C[Al]CC(C)C)C.C([O:12][C:13](=O)[C:14]1[CH:19]=[CH:18][CH:17]=[C:16]([C:20]2[CH:25]=[CH:24][N:23]=[C:22]3[N:26]([S:29]([C:32]4[CH:37]=[CH:36][C:35]([CH3:38])=[CH:34][CH:33]=4)(=[O:31])=[O:30])[CH:27]=[CH:28][C:21]=23)[CH:15]=1)C, predict the reaction product. The product is: [C:35]1([CH3:38])[CH:34]=[CH:33][C:32]([S:29]([N:26]2[C:22]3=[N:23][CH:24]=[CH:25][C:20]([C:16]4[CH:15]=[C:14]([CH2:13][OH:12])[CH:19]=[CH:18][CH:17]=4)=[C:21]3[CH:28]=[CH:27]2)(=[O:31])=[O:30])=[CH:37][CH:36]=1. (2) Given the reactants Br[C:2]1[N:6]([CH3:7])[N:5]=[CH:4][C:3]=1[N+:8]([O-:10])=[O:9].[O:11]1[CH2:17][CH2:16][C:15](=[O:18])[NH:14][CH2:13][CH2:12]1, predict the reaction product. The product is: [CH3:7][N:6]1[C:2]([N:14]2[C:15](=[O:18])[CH2:16][CH2:17][O:11][CH2:12][CH2:13]2)=[C:3]([N+:8]([O-:10])=[O:9])[CH:4]=[N:5]1. (3) Given the reactants [CH3:1][O:2][C:3]1[N:8]=[CH:7][C:6]([NH:9][C:10](=[O:15])[C:11]([CH3:14])([CH3:13])[CH3:12])=[CH:5][CH:4]=1.[Li]C(C)(C)C.[I:21]I, predict the reaction product. The product is: [I:21][C:5]1[CH:4]=[C:3]([O:2][CH3:1])[N:8]=[CH:7][C:6]=1[NH:9][C:10](=[O:15])[C:11]([CH3:12])([CH3:14])[CH3:13]. (4) Given the reactants [Cl:1][C:2]1[C:3]([CH2:12][N:13]2[C:17]3[CH:18]=[C:19]([CH2:23][OH:24])[CH:20]=[C:21]([CH3:22])[C:16]=3[N:15]=[C:14]2[CH3:25])=[N:4][CH:5]=[C:6]([C:8]([F:11])([F:10])[F:9])[CH:7]=1.O[C:27]1[CH:28]=[C:29]([CH:35]=[CH:36][N:37]=1)[C:30]([O:32][CH2:33][CH3:34])=[O:31], predict the reaction product. The product is: [Cl:1][C:2]1[C:3]([CH2:12][N:13]2[C:17]3[CH:18]=[C:19]([CH2:23][O:24][C:27]4[CH:28]=[C:29]([CH:35]=[CH:36][N:37]=4)[C:30]([O:32][CH2:33][CH3:34])=[O:31])[CH:20]=[C:21]([CH3:22])[C:16]=3[N:15]=[C:14]2[CH3:25])=[N:4][CH:5]=[C:6]([C:8]([F:11])([F:9])[F:10])[CH:7]=1.